From a dataset of Full USPTO retrosynthesis dataset with 1.9M reactions from patents (1976-2016). Predict the reactants needed to synthesize the given product. (1) Given the product [CH3:18][O:11][C:10](=[O:12])[CH2:9][C:4]1[CH:5]=[CH:6][C:7]([OH:8])=[C:2]([F:1])[CH:3]=1, predict the reactants needed to synthesize it. The reactants are: [F:1][C:2]1[CH:3]=[C:4]([CH2:9][C:10]([OH:12])=[O:11])[CH:5]=[CH:6][C:7]=1[OH:8].S(=O)(=O)(O)O.[CH3:18]O. (2) Given the product [NH2:9][CH2:8][C:5]1[CH:6]=[CH:7][C:2]([Br:1])=[N:3][CH:4]=1, predict the reactants needed to synthesize it. The reactants are: [Br:1][C:2]1[CH:7]=[CH:6][C:5]([CH:8]=[N:9]O)=[CH:4][N:3]=1.[BH4-].[Na+]. (3) Given the product [Cl:1][C:2]1[N:3]=[C:4]([N:18]2[CH2:23][CH2:22][O:21][CH2:20][CH2:19]2)[C:5]2[N:10]=[C:9]([C:11]3[CH:16]=[CH:15][CH:14]=[CH:13][CH:12]=3)[S:8][C:6]=2[N:7]=1, predict the reactants needed to synthesize it. The reactants are: [Cl:1][C:2]1[N:3]=[C:4](Cl)[C:5]2[N:10]=[C:9]([C:11]3[CH:16]=[CH:15][CH:14]=[CH:13][CH:12]=3)[S:8][C:6]=2[N:7]=1.[NH:18]1[CH2:23][CH2:22][O:21][CH2:20][CH2:19]1. (4) Given the product [CH3:39][O:38][C:34]1[CH:33]=[C:32]([C:27]2[CH2:28][C:29](=[O:31])[NH:22][C:9]3[CH:10]=[C:11]([C:14]#[C:15][C:16]4[CH:17]=[CH:18][CH:19]=[CH:20][CH:21]=4)[CH:12]=[CH:13][C:8]=3[N:7]=2)[CH:37]=[CH:36][CH:35]=1, predict the reactants needed to synthesize it. The reactants are: C(OC(=O)[NH:7][C:8]1[CH:13]=[CH:12][C:11]([C:14]#[C:15][C:16]2[CH:21]=[CH:20][CH:19]=[CH:18][CH:17]=2)=[CH:10][C:9]=1[NH2:22])(C)(C)C.CC1(C)O[C:29](=[O:31])[CH:28]=[C:27]([C:32]2[CH:37]=[CH:36][CH:35]=[C:34]([O:38][CH3:39])[CH:33]=2)O1.C(O)(C(F)(F)F)=O. (5) Given the product [Cl:36][C:34]1[CH:33]=[C:32]([C:16]2[C:15]([C:10]3[CH:11]=[CH:12][CH:13]=[CH:14][C:9]=3[O:8][CH2:1][C:2]3[CH:7]=[CH:6][CH:5]=[CH:4][CH:3]=3)=[CH:20][CH:19]=[CH:18][CH:17]=2)[C:26]([C:27]([O:29][CH2:30][CH3:31])=[O:28])=[CH:25][CH:35]=1, predict the reactants needed to synthesize it. The reactants are: [CH2:1]([O:8][C:9]1[CH:14]=[CH:13][CH:12]=[CH:11][C:10]=1[C:15]1[C:16](B(O)O)=[CH:17][CH:18]=[CH:19][CH:20]=1)[C:2]1[CH:7]=[CH:6][CH:5]=[CH:4][CH:3]=1.Br[C:25]1[CH:35]=[C:34]([Cl:36])[CH:33]=[CH:32][C:26]=1[C:27]([O:29][CH2:30][CH3:31])=[O:28].C(=O)([O-])[O-].[K+].[K+].C1(C)C=CC=CC=1.C(O)C.